Dataset: Catalyst prediction with 721,799 reactions and 888 catalyst types from USPTO. Task: Predict which catalyst facilitates the given reaction. (1) Reactant: C[O:2][C:3]1[CH:8]=[C:7]([C:9]2[CH:14]=[CH:13][C:12]([C:15]([F:18])([F:17])[F:16])=[CH:11][N:10]=2)[CH:6]=[CH:5][N:4]=1. Product: [F:18][C:15]([F:16])([F:17])[C:12]1[CH:13]=[CH:14][C:9]([C:7]2[CH:6]=[CH:5][NH:4][C:3](=[O:2])[CH:8]=2)=[N:10][CH:11]=1. The catalyst class is: 33. (2) Reactant: C[O:2][C:3]1[CH:4]=[C:5]([CH2:10][C:11]([O:13][CH2:14][CH3:15])=[O:12])[CH:6]=[CH:7][C:8]=1[CH3:9].B(Br)(Br)Br. Product: [OH:2][C:3]1[CH:4]=[C:5]([CH2:10][C:11]([O:13][CH2:14][CH3:15])=[O:12])[CH:6]=[CH:7][C:8]=1[CH3:9]. The catalyst class is: 2. (3) Reactant: [F:1][C:2]1[CH:3]=[C:4]([CH:7]=[C:8]([OH:11])[C:9]=1[OH:10])[CH:5]=[O:6].[C:12]([O-])([O-])=O.[Cs+].[Cs+].O. Product: [F:1][C:2]1[C:9]2[O:10][CH2:12][O:11][C:8]=2[CH:7]=[C:4]([CH:5]=[O:6])[CH:3]=1. The catalyst class is: 3.